From a dataset of NCI-60 drug combinations with 297,098 pairs across 59 cell lines. Regression. Given two drug SMILES strings and cell line genomic features, predict the synergy score measuring deviation from expected non-interaction effect. (1) Drug 1: CC12CCC(CC1=CCC3C2CCC4(C3CC=C4C5=CN=CC=C5)C)O. Drug 2: CC1C(C(CC(O1)OC2CC(OC(C2O)C)OC3=CC4=CC5=C(C(=O)C(C(C5)C(C(=O)C(C(C)O)O)OC)OC6CC(C(C(O6)C)O)OC7CC(C(C(O7)C)O)OC8CC(C(C(O8)C)O)(C)O)C(=C4C(=C3C)O)O)O)O. Cell line: NCI-H460. Synergy scores: CSS=4.38, Synergy_ZIP=3.20, Synergy_Bliss=4.64, Synergy_Loewe=2.73, Synergy_HSA=3.07. (2) Drug 2: CC1C(C(CC(O1)OC2CC(CC3=C2C(=C4C(=C3O)C(=O)C5=C(C4=O)C(=CC=C5)OC)O)(C(=O)CO)O)N)O.Cl. Drug 1: C1C(C(OC1N2C=C(C(=O)NC2=O)F)CO)O. Cell line: EKVX. Synergy scores: CSS=4.47, Synergy_ZIP=-1.89, Synergy_Bliss=-2.44, Synergy_Loewe=-3.23, Synergy_HSA=-3.28. (3) Drug 1: C1CCN(CC1)CCOC2=CC=C(C=C2)C(=O)C3=C(SC4=C3C=CC(=C4)O)C5=CC=C(C=C5)O. Drug 2: CC12CCC3C(C1CCC2OP(=O)(O)O)CCC4=C3C=CC(=C4)OC(=O)N(CCCl)CCCl.[Na+]. Cell line: MCF7. Synergy scores: CSS=-11.9, Synergy_ZIP=3.74, Synergy_Bliss=2.81, Synergy_Loewe=-17.1, Synergy_HSA=-11.4. (4) Drug 1: C1CCN(CC1)CCOC2=CC=C(C=C2)C(=O)C3=C(SC4=C3C=CC(=C4)O)C5=CC=C(C=C5)O. Drug 2: CC1C(C(CC(O1)OC2CC(CC3=C2C(=C4C(=C3O)C(=O)C5=CC=CC=C5C4=O)O)(C(=O)C)O)N)O. Cell line: SK-MEL-2. Synergy scores: CSS=24.1, Synergy_ZIP=5.07, Synergy_Bliss=7.50, Synergy_Loewe=-1.28, Synergy_HSA=-0.0497.